From a dataset of Full USPTO retrosynthesis dataset with 1.9M reactions from patents (1976-2016). Predict the reactants needed to synthesize the given product. (1) Given the product [Cl:7][CH2:8][C:9](=[CH2:10])[CH2:11][O:13][C:14]1[CH:19]=[CH:18][C:17]([C:20]([O:37][CH3:36])=[O:22])=[CH:16][C:15]=1[CH2:23][S:24]([C:27]1[CH:32]=[CH:31][CH:30]=[CH:29][CH:28]=1)(=[O:26])=[O:25], predict the reactants needed to synthesize it. The reactants are: C(=O)([O-])[O-].[K+].[K+].[Cl:7][CH2:8][C:9]([CH2:11]Cl)=[CH2:10].[OH:13][C:14]1[CH:19]=[CH:18][C:17]([C:20](=[O:22])C)=[CH:16][C:15]=1[CH2:23][S:24]([C:27]1[CH:32]=[CH:31][CH:30]=[CH:29][CH:28]=1)(=[O:26])=[O:25].Cl.CN(C)[CH:36]=[O:37]. (2) Given the product [F:28][C:2]1([F:1])[CH2:27][C:6]2[S:7][C:8]([NH:16][C:40]([C:30]3[CH:29]4[CH2:36][CH2:35][CH:32]([CH2:33][CH2:34]4)[C:31]=3[C:37]([OH:39])=[O:38])=[O:41])=[C:9]([C:10]3[O:14][N:13]=[C:12]([CH3:15])[N:11]=3)[C:5]=2[CH2:4][CH2:3]1, predict the reactants needed to synthesize it. The reactants are: [F:1][C:2]1([F:28])[CH2:27][C:6]2[S:7][C:8]([NH:16]C(C3CCCC=3C(O)=O)=O)=[C:9]([C:10]3[O:14][N:13]=[C:12]([CH3:15])[N:11]=3)[C:5]=2[CH2:4][CH2:3]1.[CH:29]12[CH2:36][CH2:35][CH:32]([CH2:33][CH2:34]1)[C:31]1[C:37]([O:39][C:40](=[O:41])[C:30]2=1)=[O:38].